This data is from Reaction yield outcomes from USPTO patents with 853,638 reactions. The task is: Predict the reaction yield, written as a fraction of the theoretical maximum amount of product (1.0 means a 100% yield; for example, 0.34 means a 34% yield). (1) The reactants are [CH3:1][C:2]1[C:6]([CH2:7][N:8]2[CH:12]=[C:11]([N:13]3[C:17](=[O:18])[CH2:16][NH:15][C:14]3=[O:19])[CH:10]=[N:9]2)=[C:5]([CH3:20])[O:4][N:3]=1.ClC[C:23]1[C:24]([CH3:29])=[N:25][N:26]([CH3:28])[CH:27]=1.[C:30](=O)([O-])[O-].[Cs+].[Cs+]. The yield is 0.530. The catalyst is CN(C=O)C. The product is [CH3:28][N:26]1[C:27]([CH2:30][N:15]2[CH2:16][C:17](=[O:18])[N:13]([C:11]3[CH:10]=[N:9][N:8]([CH2:7][C:6]4[C:2]([CH3:1])=[N:3][O:4][C:5]=4[CH3:20])[CH:12]=3)[C:14]2=[O:19])=[CH:23][C:24]([CH3:29])=[N:25]1. (2) The reactants are [Cl:1][C:2]1[CH:7]=[C:6]([Cl:8])[CH:5]=[CH:4][C:3]=1[C:9]1[N:10]=[C:11](/[CH:20]=[CH:21]/[C:22]2[CH:27]=[CH:26][C:25]([C:28]3[CH:33]=[CH:32][C:31]([O:34][CH3:35])=[CH:30][CH:29]=3)=[CH:24][CH:23]=2)[N:12]([CH2:14][CH2:15][CH2:16][C:17]([OH:19])=O)[CH:13]=1.[CH3:36][C:37]([CH3:42])([CH3:41])[CH2:38][CH2:39][NH2:40]. No catalyst specified. The product is [Cl:1][C:2]1[CH:7]=[C:6]([Cl:8])[CH:5]=[CH:4][C:3]=1[C:9]1[N:10]=[C:11](/[CH:20]=[CH:21]/[C:22]2[CH:23]=[CH:24][C:25]([C:28]3[CH:33]=[CH:32][C:31]([O:34][CH3:35])=[CH:30][CH:29]=3)=[CH:26][CH:27]=2)[N:12]([CH2:14][CH2:15][CH2:16][C:17]([NH:40][CH2:39][CH2:38][C:37]([CH3:42])([CH3:41])[CH3:36])=[O:19])[CH:13]=1. The yield is 0.750. (3) The reactants are [CH3:1][C:2]1[CH:7]=[CH:6][CH:5]=[C:4]([CH3:8])[C:3]=1[OH:9].O1CCOCC1.CC(C)([O-])C.[K+].Cl[C:23]1[N:24]=[N+:25]([O-:30])[C:26]([Cl:29])=[CH:27][CH:28]=1. The catalyst is CS(C)=O. The product is [Cl:29][C:26]1[N+:25]([O-:30])=[N:24][C:23]([O:9][C:3]2[C:4]([CH3:8])=[CH:5][CH:6]=[CH:7][C:2]=2[CH3:1])=[CH:28][CH:27]=1. The yield is 0.631. (4) The product is [Br:13][C:10]1[CH:11]=[CH:12][C:7]([C:21]2([NH:20][S:18]([C:15]([CH3:17])([CH3:16])[CH3:14])=[O:19])[CH2:24][O:23][CH2:22]2)=[CH:8][CH:9]=1. The yield is 0.960. The catalyst is C1COCC1. The reactants are C([Li])CCC.Br[C:7]1[CH:12]=[CH:11][C:10]([Br:13])=[CH:9][CH:8]=1.[CH3:14][C:15]([S:18]([N:20]=[C:21]1[CH2:24][O:23][CH2:22]1)=[O:19])([CH3:17])[CH3:16].